Dataset: Peptide-MHC class II binding affinity with 134,281 pairs from IEDB. Task: Regression. Given a peptide amino acid sequence and an MHC pseudo amino acid sequence, predict their binding affinity value. This is MHC class II binding data. The peptide sequence is APEKKYTVFETALKK. The MHC is HLA-DPA10201-DPB10501 with pseudo-sequence HLA-DPA10201-DPB10501. The binding affinity (normalized) is 0.842.